From a dataset of Full USPTO retrosynthesis dataset with 1.9M reactions from patents (1976-2016). Predict the reactants needed to synthesize the given product. (1) Given the product [F:21][C:19]([F:20])([F:22])[C:16]1[CH:17]=[CH:18][C:13]([C:12]([NH2:11])=[O:23])=[N:14][CH:15]=1, predict the reactants needed to synthesize it. The reactants are: BrC1C(F)=C2C([NH:11][C:12](=[O:23])[C:13]3[CH:18]=[CH:17][C:16]([C:19]([F:22])([F:21])[F:20])=[CH:15][N:14]=3)=CNC2=NC=1.N1CCC[C@@H](NC(=O)OC(C)(C)C)C1.CCN(C(C)C)C(C)C.C(O)(C(F)(F)F)=O. (2) Given the product [CH2:20]([N:7]1[C:6]2[C:5](=[O:11])[NH:4][C:3](=[O:12])[N:2]([CH3:1])[C:10]=2[N:9]=[CH:8]1)[C:21]#[C:22][CH3:23], predict the reactants needed to synthesize it. The reactants are: [CH3:1][N:2]1[C:10]2[N:9]=[CH:8][NH:7][C:6]=2[C:5](=[O:11])[NH:4][C:3]1=[O:12].C(=O)([O-])[O-].[K+].[K+].Br[CH2:20][C:21]#[C:22][CH3:23]. (3) Given the product [CH:36]([OH:38])=[O:37].[Cl:2][C:3]1[CH:4]=[C:5]2[C:10](=[CH:11][CH:12]=1)[CH:9]=[C:8]([S:13]([NH:16][C@H:17]1[CH2:21][CH2:20][N:19]([C:22]3[CH:23]=[CH:24][C:25]4[CH2:31][N:30]([CH3:36])[CH2:29][CH2:28][CH2:27][C:26]=4[CH:32]=3)[C:18]1=[O:33])(=[O:15])=[O:14])[CH:7]=[CH:6]2, predict the reactants needed to synthesize it. The reactants are: Cl.[Cl:2][C:3]1[CH:4]=[C:5]2[C:10](=[CH:11][CH:12]=1)[CH:9]=[C:8]([S:13]([NH:16][C@H:17]1[CH2:21][CH2:20][N:19]([C:22]3[CH:23]=[CH:24][C:25]4[CH2:31][NH:30][CH2:29][CH2:28][CH2:27][C:26]=4[CH:32]=3)[C:18]1=[O:33])(=[O:15])=[O:14])[CH:7]=[CH:6]2.C=O.[CH:36]([OH:38])=[O:37]. (4) The reactants are: [CH:1]([O:4][C:5]1[CH:9]=[C:8]([CH2:10][CH2:11][C:12]([O:14][CH2:15][CH3:16])=[O:13])[NH:7][N:6]=1)([CH3:3])[CH3:2].[F:17][C:18]([F:28])([F:27])[C:19]1[CH:26]=[CH:25][C:22]([CH2:23]Br)=[CH:21][CH:20]=1.C(=O)([O-])[O-].[K+].[K+].[Cl-].[NH4+]. Given the product [CH:1]([O:4][C:5]1[CH:9]=[C:8]([CH2:10][CH2:11][C:12]([O:14][CH2:15][CH3:16])=[O:13])[N:7]([CH2:23][C:22]2[CH:21]=[CH:20][C:19]([C:18]([F:17])([F:27])[F:28])=[CH:26][CH:25]=2)[N:6]=1)([CH3:3])[CH3:2], predict the reactants needed to synthesize it. (5) Given the product [Cl:31][C:3]1[C:2]([F:1])=[CH:7][N:6]=[C:5]2[NH:8][C:9]3[C:14]([C:4]=12)=[CH:13][C:12]([C:15]1[CH:16]=[N:17][CH:18]=[CH:19][CH:20]=1)=[N:11][CH:10]=3, predict the reactants needed to synthesize it. The reactants are: [F:1][C:2]1[C:3]([Cl:31])=[C:4]2[C:14]3[C:9](=[CH:10][N:11]=[C:12]([C:15]4[CH:16]=[N:17][CH:18]=[CH:19][CH:20]=4)[CH:13]=3)[N:8](S(C3C=CC(C)=CC=3)(=O)=O)[C:5]2=[N:6][CH:7]=1.CO.C1COCC1.[OH-].[Li+]. (6) Given the product [OH:30][NH:29][C:23]([C:21]1[CH:20]=[CH:19][C:17]2[CH2:18][N:12]([C:10]([NH:9][C:6]3[CH:5]=[CH:4][C:3]([O:2][CH3:1])=[CH:8][CH:7]=3)=[O:11])[CH2:13][CH2:14][O:15][C:16]=2[N:22]=1)=[O:25], predict the reactants needed to synthesize it. The reactants are: [CH3:1][O:2][C:3]1[CH:8]=[CH:7][C:6]([NH:9][C:10]([N:12]2[CH2:18][C:17]3[CH:19]=[CH:20][C:21]([C:23]([O:25]C(C)C)=O)=[N:22][C:16]=3[O:15][CH2:14][CH2:13]2)=[O:11])=[CH:5][CH:4]=1.[NH2:29][OH:30].[OH-].[Na+].Cl. (7) Given the product [CH:22]1([N:28]2[CH:29]=[N:21][N:20]=[C:18]2[C:17]2[N:12]3[CH:13]=[CH:14][CH:15]=[CH:16][C:11]3=[N:10][C:9]=2[C:3]2[CH:4]=[C:5]([Cl:8])[CH:6]=[CH:7][C:2]=2[Cl:1])[CH2:27][CH2:26][CH2:25][CH2:24][CH2:23]1, predict the reactants needed to synthesize it. The reactants are: [Cl:1][C:2]1[CH:7]=[CH:6][C:5]([Cl:8])=[CH:4][C:3]=1[C:9]1[N:10]=[C:11]2[CH:16]=[CH:15][CH:14]=[CH:13][N:12]2[C:17]=1[C:18]([NH:20][NH2:21])=O.[CH:22]1([NH2:28])[CH2:27][CH2:26][CH2:25][CH2:24][CH2:23]1.[CH:29](OCC)(OCC)OCC. (8) The reactants are: Br[C:2]1[C:10]2[N:9]3[CH2:11][CH2:12][CH2:13][NH:14][C:15](=[O:16])[C:8]3=[CH:7][C:6]=2[CH:5]=[C:4]([Cl:17])[CH:3]=1.[CH3:18]B1OB(C)OB(C)O1. Given the product [Cl:17][C:4]1[CH:3]=[C:2]([CH3:18])[C:10]2[N:9]3[CH2:11][CH2:12][CH2:13][NH:14][C:15](=[O:16])[C:8]3=[CH:7][C:6]=2[CH:5]=1, predict the reactants needed to synthesize it. (9) The reactants are: [CH3:1][CH:2]1[CH2:6][CH2:5][CH2:4][N:3]1C.[NH2:8][C:9]1[N:18]=[C:17]([C:19]([N:21]2[CH2:29][C:28]3[C:23](=[CH:24][CH:25]=[CH:26][CH:27]=3)[CH2:22]2)=[O:20])[C:16]2[C:11](=[CH:12][CH:13]=[C:14]([C:30]3[CH:35]=[CH:34][CH:33]=[CH:32][C:31]=3[S:36](Cl)(=[O:38])=[O:37])[CH:15]=2)[N:10]=1.[CH2:40]1COCC1. Given the product [NH2:8][C:9]1[N:18]=[C:17]([C:19]([N:21]2[CH2:29][C:28]3[C:23](=[CH:24][CH:25]=[CH:26][CH:27]=3)[CH2:22]2)=[O:20])[C:16]2[C:11](=[CH:12][CH:13]=[C:14]([C:30]3[CH:35]=[CH:34][CH:33]=[CH:32][C:31]=3[S:36]([N:3]3[CH:4]([CH3:40])[CH2:5][CH2:6][CH:2]3[CH3:1])(=[O:38])=[O:37])[CH:15]=2)[N:10]=1, predict the reactants needed to synthesize it.